Dataset: Forward reaction prediction with 1.9M reactions from USPTO patents (1976-2016). Task: Predict the product of the given reaction. Given the reactants [Br:1][C:2]1[CH:7]=[CH:6][C:5]([Cl:8])=[C:4](I)[CH:3]=1.C([Mg]Cl)(C)C.C[O:16][B:17](OC)[O:18]C, predict the reaction product. The product is: [Br:1][C:2]1[CH:7]=[CH:6][C:5]([Cl:8])=[C:4]([B:17]([OH:18])[OH:16])[CH:3]=1.